This data is from Reaction yield outcomes from USPTO patents with 853,638 reactions. The task is: Predict the reaction yield, written as a fraction of the theoretical maximum amount of product (1.0 means a 100% yield; for example, 0.34 means a 34% yield). (1) The reactants are Br[C:2]1[CH:7]=[N:6][C:5]([Br:8])=[CH:4][N:3]=1.[F:9][C:10]1([C:16]([O:18][CH2:19][CH3:20])=[O:17])[CH2:15][CH2:14][NH:13][CH2:12][CH2:11]1.C(=O)([O-])[O-].[Cs+].[Cs+]. The catalyst is CN(C)C=O. The product is [Br:8][C:5]1[N:6]=[CH:7][C:2]([N:13]2[CH2:12][CH2:11][C:10]([F:9])([C:16]([O:18][CH2:19][CH3:20])=[O:17])[CH2:15][CH2:14]2)=[N:3][CH:4]=1. The yield is 0.470. (2) The reactants are [NH2:1][C:2]1[CH:3]=[N:4][CH:5]=[CH:6][C:7]=1[N:8]1[CH2:13][C@H:12]([CH3:14])[C@@H:11]([O:15][Si:16]([C:19]([CH3:22])([CH3:21])[CH3:20])([CH3:18])[CH3:17])[C@H:10]([NH:23][C:24](=[O:30])[O:25][C:26]([CH3:29])([CH3:28])[CH3:27])[CH2:9]1.[CH3:31][C:32]([O:35][C:36](O[C:36]([O:35][C:32]([CH3:34])([CH3:33])[CH3:31])=[O:37])=[O:37])([CH3:34])[CH3:33]. The catalyst is C(Cl)Cl.CN(C1C=CN=CC=1)C.CCOC(C)=O.O. The product is [C:26]([O:25][C:24]([NH:23][C@H:10]1[C@H:11]([O:15][Si:16]([C:19]([CH3:22])([CH3:21])[CH3:20])([CH3:18])[CH3:17])[C@@H:12]([CH3:14])[CH2:13][N:8]([C:7]2[CH:6]=[CH:5][N:4]=[CH:3][C:2]=2[N:1]([C:36]([O:35][C:32]([CH3:34])([CH3:33])[CH3:31])=[O:37])[C:24]([O:25][C:26]([CH3:29])([CH3:28])[CH3:27])=[O:30])[CH2:9]1)=[O:30])([CH3:29])([CH3:28])[CH3:27]. The yield is 0.600. (3) The reactants are [NH2:1][C:2]1[CH:7]=[CH:6][C:5]([CH:8]2[C:17]([CH3:19])([CH3:18])[CH2:16][C:15]3[C:10](=[CH:11][CH:12]=[C:13]([C:20]([O:22][CH3:23])=[O:21])[CH:14]=3)[NH:9]2)=[CH:4][CH:3]=1.C(N(CC)C(C)C)(C)C.[C:33](Cl)(=[O:40])[C:34]1[CH:39]=[CH:38][CH:37]=[CH:36][CH:35]=1. The catalyst is ClCCl. The product is [C:33]([NH:1][C:2]1[CH:3]=[CH:4][C:5]([CH:8]2[C:17]([CH3:18])([CH3:19])[CH2:16][C:15]3[C:10](=[CH:11][CH:12]=[C:13]([C:20]([O:22][CH3:23])=[O:21])[CH:14]=3)[NH:9]2)=[CH:6][CH:7]=1)(=[O:40])[C:34]1[CH:39]=[CH:38][CH:37]=[CH:36][CH:35]=1. The yield is 0.530. (4) The reactants are [Cl:1][C:2]1[CH:3]=[C:4]2[C:9](=[CH:10][C:11]=1[O:12][C:13]1[CH:18]=[CH:17][C:16]([C:19](=[O:31])[NH:20][CH2:21][CH2:22][C:23]3[CH:28]=[C:27]([Cl:29])[CH:26]=[C:25]([Cl:30])[CH:24]=3)=[CH:15][CH:14]=1)[O:8][CH2:7][CH2:6][CH:5]2[C:32]([OH:34])=[O:33].C[O-].[Na+:37]. The catalyst is O1CCCC1. The product is [Cl:1][C:2]1[CH:3]=[C:4]2[C:9](=[CH:10][C:11]=1[O:12][C:13]1[CH:18]=[CH:17][C:16]([C:19](=[O:31])[NH:20][CH2:21][CH2:22][C:23]3[CH:24]=[C:25]([Cl:30])[CH:26]=[C:27]([Cl:29])[CH:28]=3)=[CH:15][CH:14]=1)[O:8][CH2:7][CH2:6][CH:5]2[C:32]([O-:34])=[O:33].[Na+:37]. The yield is 0.991. (5) The reactants are Br[C:2]1[CH:9]=[CH:8][CH:7]=[CH:6][C:3]=1[CH:4]=[O:5].[CH3:10][C:11]1[S:12][CH:13]=[C:14](B2OC(C)(C)C(C)(C)O2)[N:15]=1.C([O-])([O-])=O.[K+].[K+]. The catalyst is CN(C=O)C.O.C1C=CC([P]([Pd]([P](C2C=CC=CC=2)(C2C=CC=CC=2)C2C=CC=CC=2)([P](C2C=CC=CC=2)(C2C=CC=CC=2)C2C=CC=CC=2)[P](C2C=CC=CC=2)(C2C=CC=CC=2)C2C=CC=CC=2)(C2C=CC=CC=2)C2C=CC=CC=2)=CC=1. The product is [CH3:10][C:11]1[S:12][CH:13]=[C:14]([C:2]2[CH:9]=[CH:8][CH:7]=[CH:6][C:3]=2[CH:4]=[O:5])[N:15]=1. The yield is 0.530. (6) The reactants are [N+:1]([C:4]1[CH:9]=[CH:8][C:7]([N:10]2[CH2:15][CH2:14][NH:13][CH2:12][CH2:11]2)=[CH:6][CH:5]=1)([O-:3])=[O:2].C(N(C(C)C)CC)(C)C.[C:25](O[C:25]([O:27][C:28]([CH3:31])([CH3:30])[CH3:29])=[O:26])([O:27][C:28]([CH3:31])([CH3:30])[CH3:29])=[O:26].O. The catalyst is O1CCOCC1. The product is [N+:1]([C:4]1[CH:5]=[CH:6][C:7]([N:10]2[CH2:15][CH2:14][N:13]([C:25]([O:27][C:28]([CH3:31])([CH3:30])[CH3:29])=[O:26])[CH2:12][CH2:11]2)=[CH:8][CH:9]=1)([O-:3])=[O:2]. The yield is 0.770. (7) The reactants are [NH2:1][C@@H:2]1[C:11]2[C:6](=[CH:7][CH:8]=[CH:9][CH:10]=2)[C@H:5]([OH:12])[CH2:4][CH2:3]1.[H-].[Na+].F[C:16]1[CH:17]=[CH:18][C:19]2[N:20]([C:22]([CH2:25][CH2:26][N:27]3[CH2:31][CH2:30][CH2:29][CH2:28]3)=[N:23][N:24]=2)[CH:21]=1. The catalyst is CN(C=O)C. The product is [N:27]1([CH2:26][CH2:25][C:22]2[N:20]3[CH:21]=[C:16]([O:12][C@H:5]4[C:6]5[C:11](=[CH:10][CH:9]=[CH:8][CH:7]=5)[C@@H:2]([NH2:1])[CH2:3][CH2:4]4)[CH:17]=[CH:18][C:19]3=[N:24][N:23]=2)[CH2:31][CH2:30][CH2:29][CH2:28]1. The yield is 0.640. (8) The reactants are O[C:2]1[C:11]2[C:6](=[CH:7][CH:8]=[C:9]([O:12][CH2:13][CH2:14][O:15][CH3:16])[CH:10]=2)[N:5]=[CH:4][N:3]=1.O=P(Cl)(Cl)[Cl:19]. No catalyst specified. The product is [Cl:19][C:2]1[C:11]2[C:6](=[CH:7][CH:8]=[C:9]([O:12][CH2:13][CH2:14][O:15][CH3:16])[CH:10]=2)[N:5]=[CH:4][N:3]=1. The yield is 0.710.